From a dataset of P-glycoprotein inhibition data for predicting drug efflux from Broccatelli et al.. Regression/Classification. Given a drug SMILES string, predict its absorption, distribution, metabolism, or excretion properties. Task type varies by dataset: regression for continuous measurements (e.g., permeability, clearance, half-life) or binary classification for categorical outcomes (e.g., BBB penetration, CYP inhibition). Dataset: pgp_broccatelli. (1) The result is 1 (inhibitor). The molecule is COCCCc1ccc(-c2nc(-c3ccc(N(C)C)cc3)c(-c3ccc(N(C)C)cc3)[nH]2)cc1. (2) The molecule is COc1ccc2c(c1)CN(C(=O)CCN1CCC(Cc3ccccc3)CC1)CCS2. The result is 1 (inhibitor). (3) The molecule is COc1cc2c(cc1OC)[C@@H](C)NCC2. The result is 0 (non-inhibitor). (4) The drug is COc1cc2c(c(OC)c1OC)[C@H]1CC[C@@H](OC)C(=O)C[C@@H]1[C@H](NC(C)=O)CC2. The result is 0 (non-inhibitor). (5) The molecule is NC[C@@H]1O[C@H](O[C@H]2C(O)[C@H](O[C@H]3O[C@@H](CO)[C@H](O)[C@H](N)[C@@H]3O)[C@@H](N)C[C@@H]2N)[C@@H](N)C[C@H]1O. The result is 0 (non-inhibitor). (6) The molecule is COc1cc2c(cc1OC)CN(CCc1ccc(NC(=O)c3ccccc3NC(=O)c3ccsc3)cc1)CC2. The result is 1 (inhibitor). (7) The compound is CCCN(C)C[C@@H](O)COc1ccccc1C(=O)CCc1ccccc1. The result is 1 (inhibitor). (8) The compound is CC(=O)OCC(=O)[C@]12OC(C)(C)O[C@H]1C[C@H]1[C@@H]3C[C@@H](F)C4=CC(=O)C=C[C@@]4(C)[C@@]3(F)[C@H](O)C[C@@]12C. The result is 0 (non-inhibitor).